From a dataset of Catalyst prediction with 721,799 reactions and 888 catalyst types from USPTO. Predict which catalyst facilitates the given reaction. (1) Reactant: [N-:1]=[C:2]=[S:3].[Na+].N1C=CC=CC=1.CS(O[N:16]=[C:17](Cl)[C@H:18]1[CH2:22][O:21][C:20]2([CH2:27][CH2:26][CH2:25][CH2:24][CH2:23]2)[O:19]1)(=O)=O.[CH3:29][C:30]1[C:31]([S:36][C:37]2[CH:38]=[C:39]([O:44][C:45]3[C:46]([CH3:51])=[N:47][CH:48]=[CH:49][CH:50]=3)[C:40]([NH2:43])=[N:41][CH:42]=2)=[N:32][CH:33]=[CH:34][CH:35]=1. Product: [CH3:29][C:30]1[C:31]([S:36][C:37]2[CH:38]=[C:39]([O:44][C:45]3[C:46]([CH3:51])=[N:47][CH:48]=[CH:49][CH:50]=3)[C:40]([NH:43][C:2]3[S:3][N:16]=[C:17]([C@H:18]4[CH2:22][O:21][C:20]5([CH2:23][CH2:24][CH2:25][CH2:26][CH2:27]5)[O:19]4)[N:1]=3)=[N:41][CH:42]=2)=[N:32][CH:33]=[CH:34][CH:35]=1. The catalyst class is: 10. (2) Reactant: [Cl:1][C:2]1[CH:3]=[C:4]([C:9]2([C:14](=[O:22])[CH2:15][N:16]3[CH2:21][CH2:20][CH2:19][CH2:18][CH2:17]3)[CH2:13][CH2:12][CH2:11]C2)[CH:5]=[CH:6][C:7]=1Cl.Cl. Product: [Cl-:1].[O:22]=[C:14]([C:9]1([C:4]2[CH:5]=[CH:6][CH:7]=[CH:2][CH:3]=2)[CH2:11][CH2:12][CH2:13]1)[CH2:15][NH+:16]1[CH2:17][CH2:18][CH2:19][CH2:20][CH2:21]1. The catalyst class is: 12. (3) Reactant: [CH3:1][S:2]([NH:5][C:6]1[CH:21]=[CH:20][C:9]2[NH:10][C:11]([CH2:16][C:17](O)=[O:18])=[N:12][S:13](=[O:15])(=[O:14])[C:8]=2[CH:7]=1)(=[O:4])=[O:3].[F:22][C:23]1[CH:28]=[CH:27][C:26]([CH2:29][NH:30][C@H:31]2[CH:41]3[CH:35]4[CH:36]5[CH2:37][CH:38]6[CH:40]3[CH:39]6[CH:33]([CH:34]45)[C@H:32]2[C:42](OC)=[O:43])=[CH:25][CH:24]=1.Cl.CN(C)CCCN=C=NCC.C(N(CC)CC)C.Cl. Product: [F:22][C:23]1[CH:28]=[CH:27][C:26]([CH2:29][N:30]2[C:17](=[O:18])[C:16]([C:11]3[NH:10][C:9]4[CH:20]=[CH:21][C:6]([NH:5][S:2]([CH3:1])(=[O:4])=[O:3])=[CH:7][C:8]=4[S:13](=[O:15])(=[O:14])[N:12]=3)=[C:42]([OH:43])[C@H:32]3[C@@H:31]2[CH:41]2[CH:40]4[CH:39]5[CH:33]3[CH:34]3[CH:36]([CH2:37][CH:38]45)[CH:35]23)=[CH:25][CH:24]=1. The catalyst class is: 9. (4) Reactant: [CH3:1][C:2]1[O:6][C:5]([C:7]2[CH:16]=[CH:15][C:14]3[C:9](=[CH:10][CH:11]=[CH:12][CH:13]=3)[CH:8]=2)=[N:4][C:3]=1[CH2:17][O:18][C:19]1[CH:26]=[CH:25][C:22]([CH:23]=[O:24])=[CH:21][CH:20]=1.O1CCCC1.CO.[BH4-].[Na+]. Product: [CH3:1][C:2]1[O:6][C:5]([C:7]2[CH:16]=[CH:15][C:14]3[C:9](=[CH:10][CH:11]=[CH:12][CH:13]=3)[CH:8]=2)=[N:4][C:3]=1[CH2:17][O:18][C:19]1[CH:20]=[CH:21][C:22]([CH2:23][OH:24])=[CH:25][CH:26]=1. The catalyst class is: 6. (5) Reactant: C([Li])CCC.[CH3:6][C:7]1[C:11]([CH3:12])=[CH:10][S:9][CH:8]=1.CN([CH:16]=[O:17])C.Cl. Product: [CH:16]([C:8]1[S:9][CH:10]=[C:11]([CH3:12])[C:7]=1[CH3:6])=[O:17]. The catalyst class is: 332. (6) Reactant: [CH2:1]([O:8][C:9](=[O:49])[NH:10][CH:11]([CH2:42][C:43]1[CH:48]=[CH:47][CH:46]=[CH:45][CH:44]=1)[C:12](=[O:41])[CH2:13][N:14]([CH2:28][C:29]1[CH:34]=[CH:33][C:32]([C:35]2[CH:40]=[CH:39][CH:38]=[CH:37][N:36]=2)=[CH:31][CH:30]=1)[NH:15][C:16](=[O:27])[CH:17]([NH:22][C:23]([O:25][CH3:26])=[O:24])[C:18]([CH3:21])([CH3:20])[CH3:19])[C:2]1[CH:7]=[CH:6][CH:5]=[CH:4][CH:3]=1.[H-].C(O[Al](OC(C)(C)C)OC(C)(C)C)(C)(C)C.[Li+]. Product: [CH2:1]([O:8][C:9](=[O:49])[NH:10][CH:11]([CH2:42][C:43]1[CH:48]=[CH:47][CH:46]=[CH:45][CH:44]=1)[CH:12]([OH:41])[CH2:13][N:14]([CH2:28][C:29]1[CH:30]=[CH:31][C:32]([C:35]2[CH:40]=[CH:39][CH:38]=[CH:37][N:36]=2)=[CH:33][CH:34]=1)[NH:15][C:16](=[O:27])[CH:17]([NH:22][C:23]([O:25][CH3:26])=[O:24])[C:18]([CH3:20])([CH3:19])[CH3:21])[C:2]1[CH:3]=[CH:4][CH:5]=[CH:6][CH:7]=1. The catalyst class is: 27. (7) Reactant: [CH3:1][C:2]1[N:3]([C:8]2[CH:13]=[CH:12][CH:11]=[CH:10][CH:9]=2)[C:4]([CH3:7])=[CH:5][CH:6]=1.CN([CH:17]=[O:18])C.O=P(Cl)(Cl)Cl.[C:24]([O-])([O-])=[O:25].[K+].[K+]. Product: [CH3:1][C:2]1[N:3]([C:8]2[CH:13]=[CH:12][CH:11]=[CH:10][CH:9]=2)[C:4]([CH3:7])=[C:5]([CH:17]=[O:18])[C:6]=1[CH:24]=[O:25]. The catalyst class is: 451.